This data is from Tyrosyl-DNA phosphodiesterase HTS with 341,365 compounds. The task is: Binary Classification. Given a drug SMILES string, predict its activity (active/inactive) in a high-throughput screening assay against a specified biological target. The compound is FC(F)(F)C1(O)N(N=C(C1)c1c(OC)cccc1)C=1n2ncnc2CC(=NN1)N. The result is 0 (inactive).